Predict which catalyst facilitates the given reaction. From a dataset of Catalyst prediction with 721,799 reactions and 888 catalyst types from USPTO. Reactant: [CH:1]1([C:4]([NH:6][C:7]2[CH:8]=[C:9]([CH:14]3[C:23]([CH3:25])([CH3:24])[CH2:22][C:21]4[C:16](=[CH:17][CH:18]=[C:19]([C:26]([O:28]C)=[O:27])[CH:20]=4)[NH:15]3)[CH:10]=[CH:11][C:12]=2[F:13])=[O:5])[CH2:3][CH2:2]1.[OH-].[Na+]. Product: [CH:1]1([C:4]([NH:6][C:7]2[CH:8]=[C:9]([CH:14]3[C:23]([CH3:25])([CH3:24])[CH2:22][C:21]4[C:16](=[CH:17][CH:18]=[C:19]([C:26]([OH:28])=[O:27])[CH:20]=4)[NH:15]3)[CH:10]=[CH:11][C:12]=2[F:13])=[O:5])[CH2:2][CH2:3]1. The catalyst class is: 5.